From a dataset of Catalyst prediction with 721,799 reactions and 888 catalyst types from USPTO. Predict which catalyst facilitates the given reaction. (1) Reactant: [Cl:1][C:2]1[CH:28]=[CH:27][CH:26]=[C:25]([Cl:29])[C:3]=1[C:4]([NH:6][C@H:7]([C:21]([O:23]C)=[O:22])[CH2:8][C:9]1[CH:14]=[CH:13][C:12]([C:15]2[CH2:16][CH2:17][NH:18][CH2:19][CH:20]=2)=[CH:11][CH:10]=1)=[O:5].C(N(CC)CC)C.[C:37]1([CH2:43][CH2:44][C:45](O)=[O:46])[CH:42]=[CH:41][CH:40]=[CH:39][CH:38]=1.CN(C(ON1N=NC2C=CC=NC1=2)=[N+](C)C)C.F[P-](F)(F)(F)(F)F. Product: [Cl:1][C:2]1[CH:28]=[CH:27][CH:26]=[C:25]([Cl:29])[C:3]=1[C:4]([NH:6][C@H:7]([C:21]([OH:23])=[O:22])[CH2:8][C:9]1[CH:14]=[CH:13][C:12]([C:15]2[CH2:16][CH2:17][N:18]([C:45](=[O:46])[CH2:44][CH2:43][C:37]3[CH:42]=[CH:41][CH:40]=[CH:39][CH:38]=3)[CH2:19][CH:20]=2)=[CH:11][CH:10]=1)=[O:5]. The catalyst class is: 3. (2) Reactant: C(O[C:4](=[O:13])[CH2:5][C:6]([C:8]1[O:12][N:11]=[CH:10][CH:9]=1)=O)C.[NH:14]([C:16]1[CH:35]=[CH:34][C:19]([C:20]([NH:22][CH:23]2[CH2:28][C:27]([CH3:30])([CH3:29])[N:26]([CH3:31])[C:25]([CH3:33])([CH3:32])[CH2:24]2)=[O:21])=[CH:18][CH:17]=1)[NH2:15].C(O)C. Product: [O:12]1[C:8]([C:6]2[NH:15][N:14]([C:16]3[CH:35]=[CH:34][C:19]([C:20]([NH:22][CH:23]4[CH2:24][C:25]([CH3:32])([CH3:33])[N:26]([CH3:31])[C:27]([CH3:30])([CH3:29])[CH2:28]4)=[O:21])=[CH:18][CH:17]=3)[C:4](=[O:13])[CH:5]=2)=[CH:9][CH:10]=[N:11]1. The catalyst class is: 15. (3) Reactant: [NH2:1][CH:2]([CH2:12][C:13]1[CH:18]=[CH:17][CH:16]=[C:15]([C:19]([CH3:22])([CH3:21])[CH3:20])[CH:14]=1)[CH:3]([C:5]1[CH:10]=[CH:9][CH:8]=[C:7]([Cl:11])[CH:6]=1)[OH:4].[Cl:23][C:24]1[CH:33]=[CH:32][CH:31]=[C:30]2[C:25]=1[CH:26]=[CH:27][CH:28]=[C:29]2[C:34](O)=[O:35].O.ON1C2C=CC=CC=2N=N1.Cl.C(N=C=NCCCN(C)C)C. Product: [C:19]([C:15]1[CH:14]=[C:13]([CH:18]=[CH:17][CH:16]=1)[CH2:12][CH:2]([NH:1][C:34]([C:29]1[C:30]2[C:25](=[C:24]([Cl:23])[CH:33]=[CH:32][CH:31]=2)[CH:26]=[CH:27][CH:28]=1)=[O:35])[CH:3]([C:5]1[CH:10]=[CH:9][CH:8]=[C:7]([Cl:11])[CH:6]=1)[OH:4])([CH3:22])([CH3:21])[CH3:20]. The catalyst class is: 42. (4) Product: [OH:6][C:7]1[CH:8]=[C:9]([C:15]([C@@H:17]2[C@:26]3([CH3:27])[C@H:21]([C:22]([CH3:28])([CH3:29])[CH2:23][CH2:24][CH2:25]3)[CH2:20][C@@H:19]([CH2:30][NH:31][C:32](=[O:34])[CH3:33])[C@H:18]2[CH3:35])=[O:16])[CH:10]=[C:11]([OH:13])[CH:12]=1. The catalyst class is: 2. Reactant: B(Br)(Br)Br.C[O:6][C:7]1[CH:8]=[C:9]([C:15]([C@@H:17]2[C@:26]3([CH3:27])[C@H:21]([C:22]([CH3:29])([CH3:28])[CH2:23][CH2:24][CH2:25]3)[CH2:20][C@@H:19]([CH2:30][NH:31][C:32](=[O:34])[CH3:33])[C@H:18]2[CH3:35])=[O:16])[CH:10]=[C:11]([O:13]C)[CH:12]=1.CO.